Predict the reaction yield, written as a fraction of the theoretical maximum amount of product (1.0 means a 100% yield; for example, 0.34 means a 34% yield). From a dataset of Reaction yield outcomes from USPTO patents with 853,638 reactions. (1) The reactants are [Cl:1][C:2]1[CH:7]=[C:6]([Cl:8])[CH:5]=[CH:4][C:3]=1[C@H:9]([N:11]1[C:19]2[C:14](=[CH:15][CH:16]=[C:17]([N:20]3[CH2:25][CH2:24][NH:23][CH2:22][CH2:21]3)[CH:18]=2)[CH:13]=[N:12]1)[CH3:10].[C:26]([O:30][C:31]([N:33]1[CH2:37][CH2:36][CH2:35][C@@H:34]1[C:38](O)=[O:39])=[O:32])([CH3:29])([CH3:28])[CH3:27].CN(C(ON1N=NC2C=CC=NC1=2)=[N+](C)C)C.F[P-](F)(F)(F)(F)F.CCN(C(C)C)C(C)C. The catalyst is ClCCl. The product is [Cl:1][C:2]1[CH:7]=[C:6]([Cl:8])[CH:5]=[CH:4][C:3]=1[C@H:9]([N:11]1[C:19]2[C:14](=[CH:15][CH:16]=[C:17]([N:20]3[CH2:21][CH2:22][N:23]([C:38]([C@H:34]4[CH2:35][CH2:36][CH2:37][N:33]4[C:31]([O:30][C:26]([CH3:29])([CH3:28])[CH3:27])=[O:32])=[O:39])[CH2:24][CH2:25]3)[CH:18]=2)[CH:13]=[N:12]1)[CH3:10]. The yield is 0.630. (2) The reactants are [CH3:5][C:4]1([CH3:9])[CH2:8]C[CH2:5][C:4]([CH3:9])([CH3:8])N1.[Li]CCCC.[B:16](OC(C)C)([O:21]C(C)C)[O:17][CH:18](C)C.[F:29][C:30]1[CH:37]=[CH:36][C:33]([C:34]#[N:35])=[CH:32][CH:31]=1.CC(C)(CO)CO. The catalyst is C1COCC1.C(OCC)(=O)C.C(O)(=O)C. The product is [CH3:8][C:4]1([CH3:9])[CH2:18][O:17][B:16]([C:31]2[CH:32]=[C:33]([CH:36]=[CH:37][C:30]=2[F:29])[C:34]#[N:35])[O:21][CH2:5]1. The yield is 0.100. (3) The reactants are [CH3:1][C:2]1[CH:6]=[C:5]([CH2:7][C:8]([O:10][CH3:11])=[O:9])[O:4][N:3]=1.[I:12]N1C(=O)CCC1=O. The catalyst is FC(F)(F)C(O)=O. The product is [I:12][C:6]1[C:2]([CH3:1])=[N:3][O:4][C:5]=1[CH2:7][C:8]([O:10][CH3:11])=[O:9]. The yield is 0.724. (4) The reactants are [C:1]([O:4][CH2:5][C:6]([CH3:45])([CH3:44])[CH2:7][N:8]1[C:14]2[CH:15]=[CH:16][C:17]([Cl:19])=[CH:18][C:13]=2[C@@H:12]([C:20]2[CH:25]=[CH:24][CH:23]=[C:22]([O:26][CH3:27])[C:21]=2[O:28][CH3:29])[O:11][C@H:10]([CH2:30][C:31]2[S:32][CH:33]=[C:34](/[CH:36]=[CH:37]/[C:38]([O:40][CH2:41][CH3:42])=[O:39])[N:35]=2)[C:9]1=[O:43])(=[O:3])[CH3:2].[H][H]. The catalyst is C1COCC1.[Pd].[C]. The product is [C:1]([O:4][CH2:5][C:6]([CH3:44])([CH3:45])[CH2:7][N:8]1[C:14]2[CH:15]=[CH:16][C:17]([Cl:19])=[CH:18][C:13]=2[C@@H:12]([C:20]2[CH:25]=[CH:24][CH:23]=[C:22]([O:26][CH3:27])[C:21]=2[O:28][CH3:29])[O:11][C@H:10]([CH2:30][C:31]2[S:32][CH:33]=[C:34]([CH2:36][CH2:37][C:38]([O:40][CH2:41][CH3:42])=[O:39])[N:35]=2)[C:9]1=[O:43])(=[O:3])[CH3:2]. The yield is 0.810.